Dataset: Retrosynthesis with 50K atom-mapped reactions and 10 reaction types from USPTO. Task: Predict the reactants needed to synthesize the given product. (1) Given the product CCCCCC#CCNc1c(C(F)(F)F)cc([N+](=O)[O-])c2nc(C(F)(F)F)[nH]c12, predict the reactants needed to synthesize it. The reactants are: CCCCCC#CCN.O=[N+]([O-])c1cc(C(F)(F)F)c(Cl)c2[nH]c(C(F)(F)F)nc12. (2) Given the product COC(=O)c1ncsc1NC(=O)Cc1cccc2cnccc12, predict the reactants needed to synthesize it. The reactants are: COC(=O)c1ncsc1N.O=C(O)Cc1cccc2cnccc12. (3) Given the product CCCC(=O)N[C@H]1CC[C@H](CCN2CCC(c3cccc4c3OCO4)CC2)CC1, predict the reactants needed to synthesize it. The reactants are: CCCC(=O)O.N[C@H]1CC[C@H](CCN2CCC(c3cccc4c3OCO4)CC2)CC1. (4) Given the product O=C[C@H](Cc1ccccc1)N1C(=O)c2ccccc2C1=O, predict the reactants needed to synthesize it. The reactants are: O=C(Cl)[C@H](Cc1ccccc1)N1C(=O)c2ccccc2C1=O. (5) Given the product N#Cc1cc(-c2cc(C(=O)O)ccn2)ccc1-n1cccc1, predict the reactants needed to synthesize it. The reactants are: COC(=O)c1ccnc(-c2ccc(-n3cccc3)c(C#N)c2)c1.